Dataset: Forward reaction prediction with 1.9M reactions from USPTO patents (1976-2016). Task: Predict the product of the given reaction. (1) Given the reactants [Cl:1][C:2]1[CH:7]=[CH:6][C:5]([O:8][CH3:9])=[CH:4][C:3]=1[F:10].C([N-]C(C)C)(C)C.[Li+].C1C[O:22][CH2:21]C1.CN(C=O)C.O, predict the reaction product. The product is: [Cl:1][C:2]1[C:3]([F:10])=[C:4]([C:5]([O:8][CH3:9])=[CH:6][CH:7]=1)[CH:21]=[O:22]. (2) Given the reactants [CH2:1]([O:7][C:8]1[CH:13]=[CH:12][C:11]([C:14]2[CH:19]=[CH:18][CH:17]=[CH:16][CH:15]=2)=[CH:10][CH:9]=1)[CH2:2][CH2:3][CH2:4][C:5]#[CH:6].C([Li])CCC.[F:25][C:26]([F:33])([F:32])[C:27](OCC)=[O:28].B(F)(F)F.CCOCC, predict the reaction product. The product is: [C:11]1([C:14]2[CH:19]=[CH:18][CH:17]=[CH:16][CH:15]=2)[CH:10]=[CH:9][C:8]([O:7][CH2:1][CH2:2][CH2:3][CH2:4][C:5]#[C:6][C:27](=[O:28])[C:26]([F:33])([F:32])[F:25])=[CH:13][CH:12]=1. (3) Given the reactants P12(SP3(SP(SP(S3)(S1)=S)(=S)S2)=S)=[S:2].C([O-])([O-])=O.[Na+].[Na+].[CH2:21]([O:23][CH:24]([O:28][CH2:29][CH3:30])[C:25]([NH2:27])=O)[CH3:22], predict the reaction product. The product is: [CH2:21]([O:23][CH:24]([O:28][CH2:29][CH3:30])[C:25]([NH2:27])=[S:2])[CH3:22]. (4) The product is: [ClH:31].[C:28]([NH:1][C:2]1[CH:3]=[C:4]([C:8]2[C:16]3[O:15][C:14]([C:17]([NH:19][C@@H:20]4[CH:25]5[CH2:24][CH2:23][N:22]([CH2:27][CH2:26]5)[CH2:21]4)=[O:18])=[CH:13][C:12]=3[CH:11]=[CH:10][CH:9]=2)[CH:5]=[CH:6][CH:7]=1)(=[O:30])[CH3:29]. Given the reactants [NH2:1][C:2]1[CH:3]=[C:4]([C:8]2[C:16]3[O:15][C:14]([C:17]([NH:19][C@@H:20]4[CH:25]5[CH2:26][CH2:27][N:22]([CH2:23][CH2:24]5)[CH2:21]4)=[O:18])=[CH:13][C:12]=3[CH:11]=[CH:10][CH:9]=2)[CH:5]=[CH:6][CH:7]=1.[C:28]([Cl:31])(=[O:30])[CH3:29].C(N(CC)CC)C, predict the reaction product. (5) Given the reactants [Cl:1][C:2]1[CH:7]=[CH:6][C:5]([N+:8]([O-:10])=[O:9])=[CH:4][C:3]=1[OH:11].Br[CH2:13][CH2:14][CH3:15].C(=O)([O-])[O-].[K+].[K+], predict the reaction product. The product is: [Cl:1][C:2]1[CH:7]=[CH:6][C:5]([N+:8]([O-:10])=[O:9])=[CH:4][C:3]=1[O:11][CH2:13][CH2:14][CH3:15]. (6) Given the reactants [OH:1][C:2]1[CH:7]=[CH:6][C:5]([C:8]2[CH:13]=[CH:12][CH:11]=[CH:10][CH:9]=2)=[CH:4][CH:3]=1.Br[CH2:15][CH2:16][CH2:17][CH2:18][CH2:19][CH2:20][OH:21].C(=O)([O-])[O-].[K+].[K+], predict the reaction product. The product is: [OH:21][CH2:20][CH2:19][CH2:18][CH2:17][CH2:16][CH2:15][O:1][C:2]1[CH:3]=[CH:4][C:5]([C:8]2[CH:13]=[CH:12][CH:11]=[CH:10][CH:9]=2)=[CH:6][CH:7]=1.